From a dataset of Catalyst prediction with 721,799 reactions and 888 catalyst types from USPTO. Predict which catalyst facilitates the given reaction. (1) Reactant: [CH:1]1[CH:10]=[N:9][C:8]2[C:3](=[C:4]([N+:12]([O-:14])=[O:13])[CH:5]=[CH:6][C:7]=2[OH:11])[CH:2]=1.[BrH:15]. Product: [CH:1]1[CH:10]=[N:9][C:8]2[C:3](=[C:4]([N+:12]([O-:14])=[O:13])[CH:5]=[CH:6][C:7]=2[OH:11])[CH:2]=1.[BrH:15]. The catalyst class is: 1. (2) Reactant: [Cl:1][C:2]1[C:3]([F:9])=[C:4]([CH:6]=[CH:7][CH:8]=1)[NH2:5].[CH:10]([C:12]1[N:13]=[CH:14][NH:15][CH:16]=1)=O.[BH4-].[Na+].O. Product: [Cl:1][C:2]1[C:3]([F:9])=[C:4]([NH:5][CH2:10][C:12]2[NH:13][CH:14]=[N:15][CH:16]=2)[CH:6]=[CH:7][CH:8]=1. The catalyst class is: 5.